From a dataset of Full USPTO retrosynthesis dataset with 1.9M reactions from patents (1976-2016). Predict the reactants needed to synthesize the given product. (1) The reactants are: [F:1][C:2]1[CH:7]=[C:6]([CH:8]2[CH2:13][CH2:12][NH:11][CH2:10][CH2:9]2)[C:5]([CH3:14])=[CH:4][C:3]=1[NH:15][C:16]1[N:21]=[C:20]([NH:22][C:23]2[CH:27]=[C:26]([CH3:28])[NH:25][N:24]=2)[C:19]([C:29]([F:32])([F:31])[F:30])=[CH:18][N:17]=1.Br[CH2:34][CH:35]1[CH2:37][C:36]1([F:39])[F:38].C(N(CC)CC)C. Given the product [F:38][C:36]1([F:39])[CH2:37][CH:35]1[CH2:34][N:11]1[CH2:10][CH2:9][CH:8]([C:6]2[C:5]([CH3:14])=[CH:4][C:3]([NH:15][C:16]3[N:21]=[C:20]([NH:22][C:23]4[CH:27]=[C:26]([CH3:28])[NH:25][N:24]=4)[C:19]([C:29]([F:32])([F:30])[F:31])=[CH:18][N:17]=3)=[C:2]([F:1])[CH:7]=2)[CH2:13][CH2:12]1, predict the reactants needed to synthesize it. (2) Given the product [Cl:28][C:2]1[CH:20]=[C:19]([O:21][CH2:22][CH:23]=[C:24]([Cl:25])[Cl:26])[CH:18]=[C:17]([Cl:27])[C:3]=1[O:4][CH2:5][CH2:6][CH2:7][O:8][C:9]1[CH:10]=[CH:13][C:14]([C:34]([NH:29][OH:30])=[NH:36])=[CH:15][CH:16]=1, predict the reactants needed to synthesize it. The reactants are: Cl[C:2]1[CH:20]=[C:19]([O:21][CH2:22][CH:23]=[C:24]([Cl:26])[Cl:25])[CH:18]=[C:17]([Cl:27])[C:3]=1[O:4][CH2:5][CH2:6][CH2:7][O:8][C:9]1[CH:16]=[CH:15][CH:14]=[CH:13][C:10]=1C#N.[ClH:28].[NH2:29][OH:30].C(O)C.[CH2:34]([N:36](CC)CC)C. (3) Given the product [NH2:32][C@H:37]([C:38]([OH:40])=[O:39])[C@H:14]([CH2:15][CH3:16])[CH3:13], predict the reactants needed to synthesize it. The reactants are: C1N(CCS(O)(=O)=O)CCOC1.[CH2:13](S)[C@@H:14](O)[C@H:15](O)[CH2:16]S.C([N:32]([CH2:37][C:38]([OH:40])=[O:39])CC(O)=O)C[N:32](CC(O)=O)[CH2:37][C:38]([OH:40])=[O:39].S([O-])([O-])(=O)=O.[NH4+].[NH4+]. (4) The reactants are: [H-].[Na+].[CH2:3]([OH:10])[C:4]1[CH:9]=[CH:8][CH:7]=[CH:6][CH:5]=1.Cl[C:12]1[CH:17]=[C:16]([C:18]#[N:19])[CH:15]=[CH:14][N:13]=1.C(OCC)(=O)C. Given the product [CH2:3]([O:10][C:12]1[CH:17]=[C:16]([CH:15]=[CH:14][N:13]=1)[C:18]#[N:19])[C:4]1[CH:9]=[CH:8][CH:7]=[CH:6][CH:5]=1, predict the reactants needed to synthesize it.